From a dataset of Forward reaction prediction with 1.9M reactions from USPTO patents (1976-2016). Predict the product of the given reaction. Given the reactants IC.[CH2:3]([O:10][C:11]1[C:16]([CH2:17][N:18]2[CH2:27][CH2:26][C:25]3[C:20](=[C:21]([Cl:36])[C:22]([CH:29]([OH:35])[CH:30]4[CH2:34][CH2:33][O:32][CH2:31]4)=[CH:23][C:24]=3[CH3:28])[C:19]2=[O:37])=[C:15]([O:38][CH3:39])[CH:14]=[C:13]([CH3:40])[N:12]=1)[C:4]1[CH:9]=[CH:8][CH:7]=[CH:6][CH:5]=1.[CH3:41]C(C)([O-])C.[K+].C(O)(=O)C, predict the reaction product. The product is: [CH2:3]([O:10][C:11]1[C:16]([CH2:17][N:18]2[CH2:27][CH2:26][C:25]3[C:20](=[C:21]([Cl:36])[C:22]([CH:29]([O:35][CH3:41])[CH:30]4[CH2:34][CH2:33][O:32][CH2:31]4)=[CH:23][C:24]=3[CH3:28])[C:19]2=[O:37])=[C:15]([O:38][CH3:39])[CH:14]=[C:13]([CH3:40])[N:12]=1)[C:4]1[CH:9]=[CH:8][CH:7]=[CH:6][CH:5]=1.